This data is from Reaction yield outcomes from USPTO patents with 853,638 reactions. The task is: Predict the reaction yield, written as a fraction of the theoretical maximum amount of product (1.0 means a 100% yield; for example, 0.34 means a 34% yield). (1) The reactants are [CH3:1][N:2]1[CH2:15][CH2:14][C:5]2[NH:6][C:7]3[CH:8]=[CH:9][C:10]([CH3:13])=[CH:11][C:12]=3[C:4]=2[CH2:3]1.C(=O)([O-])[O-].[K+].[K+].N1C2C(=CC=C3C=2N=CC=C3)C=CC=1.Br[C:37]#[C:38][C:39]1[CH:40]=[CH:41][C:42]([CH3:45])=[N:43][CH:44]=1. The catalyst is C1(C)C=CC=CC=1.S([O-])([O-])(=O)=O.[Cu+2]. The product is [CH3:1][N:2]1[CH2:15][CH2:14][C:5]2[N:6]([C:37]#[C:38][C:39]3[CH:44]=[N:43][C:42]([CH3:45])=[CH:41][CH:40]=3)[C:7]3[CH:8]=[CH:9][C:10]([CH3:13])=[CH:11][C:12]=3[C:4]=2[CH2:3]1. The yield is 0.0450. (2) The reactants are C(O[C:9]([N:11]([CH2:13][C:14]1[C:22]2[C:17](=[CH:18][CH:19]=[CH:20][CH:21]=2)[N:16]([CH2:23][C:24]2[CH:29]=[CH:28][CH:27]=[CH:26][CH:25]=2)[CH:15]=1)C)=O)C1C=CC=CC=1. The catalyst is [OH-].[OH-].[Pd+2].CO. The product is [CH2:23]([N:16]1[C:17]2[C:22](=[CH:21][CH:20]=[CH:19][CH:18]=2)[C:14]([CH2:13][NH:11][CH3:9])=[CH:15]1)[C:24]1[CH:25]=[CH:26][CH:27]=[CH:28][CH:29]=1. The yield is 0.860. (3) The yield is 0.800. The catalyst is C(Cl)Cl.CCOC(C)=O. The reactants are [CH3:1][CH:2]1[C:7](=O)[CH2:6][CH2:5][CH2:4][C:3]1=[O:9].[Cl:10][C:11]1[CH:12]=[C:13]([CH:15]=[CH:16][CH:17]=1)[NH2:14]. The product is [Cl:10][C:11]1[CH:12]=[C:13]([NH:14][C:7]2[CH2:6][CH2:5][CH2:4][C:3](=[O:9])[C:2]=2[CH3:1])[CH:15]=[CH:16][CH:17]=1. (4) The reactants are [NH:1]1[CH2:6][CH2:5][O:4][CH2:3][CH2:2]1.C(=O)([O-])[O-].[Na+].[Na+].Cl[C:14]1[N:19]=[C:18]([O:20][C:21]2[CH:47]=[CH:46][CH:45]=[CH:44][C:22]=2[CH2:23][NH:24][C:25]([NH:27][C:28]2[N:32]([C:33]3[CH:38]=[CH:37][C:36]([CH3:39])=[CH:35][CH:34]=3)[N:31]=[C:30]([C:40]([CH3:43])([CH3:42])[CH3:41])[CH:29]=2)=[O:26])[CH:17]=[C:16]([CH3:48])[N:15]=1. The catalyst is C(O)C. The product is [CH3:48][C:16]1[N:15]=[C:14]([N:1]2[CH2:6][CH2:5][O:4][CH2:3][CH2:2]2)[N:19]=[C:18]([O:20][C:21]2[CH:47]=[CH:46][CH:45]=[CH:44][C:22]=2[CH2:23][NH:24][C:25]([NH:27][C:28]2[N:32]([C:33]3[CH:34]=[CH:35][C:36]([CH3:39])=[CH:37][CH:38]=3)[N:31]=[C:30]([C:40]([CH3:43])([CH3:42])[CH3:41])[CH:29]=2)=[O:26])[CH:17]=1. The yield is 0.920. (5) The reactants are [CH3:1][N:2]1[CH:6]=[C:5]([C:7]2[CH:8]=[C:9]3[C:15]([CH2:16][C:17]([OH:19])=[O:18])=[CH:14][NH:13][C:10]3=[N:11][CH:12]=2)[CH:4]=[N:3]1.S(=O)(=O)(O)O.[CH3:25]O. No catalyst specified. The product is [CH3:25][O:18][C:17](=[O:19])[CH2:16][C:15]1[C:9]2[C:10](=[N:11][CH:12]=[C:7]([C:5]3[CH:4]=[N:3][N:2]([CH3:1])[CH:6]=3)[CH:8]=2)[NH:13][CH:14]=1. The yield is 0.700. (6) The reactants are [C:1]([O:5][C:6]([N:8]1[CH2:12][CH2:11][C@H:10]([OH:13])[CH2:9]1)=[O:7])([CH3:4])([CH3:3])[CH3:2].[CH2:14]([N:21]1[CH2:31][CH2:30][C:24]2[N:25]=[CH:26][N:27]=[C:28](Cl)[C:23]=2[CH2:22]1)[C:15]1[CH:20]=[CH:19][CH:18]=[CH:17][CH:16]=1. No catalyst specified. The product is [C:1]([O:5][C:6]([N:8]1[CH2:12][CH2:11][C@H:10]([O:13][C:28]2[C:23]3[CH2:22][N:21]([CH2:14][C:15]4[CH:20]=[CH:19][CH:18]=[CH:17][CH:16]=4)[CH2:31][CH2:30][C:24]=3[N:25]=[CH:26][N:27]=2)[CH2:9]1)=[O:7])([CH3:4])([CH3:2])[CH3:3]. The yield is 0.890. (7) The reactants are [C:1]([O:5][C:6]([NH:8]/[N:9]=[C:10](\[C:17]#[C:18][Si](C)(C)C)/[CH2:11][CH2:12][CH2:13][C:14]([OH:16])=[O:15])=[O:7])([CH3:4])([CH3:3])[CH3:2].[F-].C([N+](CCCC)(CCCC)CCCC)CCC. The catalyst is C1COCC1. The product is [C:1]([O:5][C:6]([N:8]1[CH:18]=[CH:17][C:10]([CH2:11][CH2:12][CH2:13][C:14]([OH:16])=[O:15])=[N:9]1)=[O:7])([CH3:4])([CH3:3])[CH3:2]. The yield is 1.00.